This data is from Full USPTO retrosynthesis dataset with 1.9M reactions from patents (1976-2016). The task is: Predict the reactants needed to synthesize the given product. (1) Given the product [Br:1][C:2]1[CH:3]=[C:4]([CH:10]=[CH:11][CH:12]=1)[O:5][CH2:6][C:7]([NH:20][CH:21]1[CH2:22][CH2:23][N:24]([C:27]([O:29][C:30]([CH3:33])([CH3:32])[CH3:31])=[O:28])[CH2:25][CH2:26]1)=[O:8], predict the reactants needed to synthesize it. The reactants are: [Br:1][C:2]1[CH:3]=[C:4]([CH:10]=[CH:11][CH:12]=1)[O:5][CH2:6][C:7](Cl)=[O:8].C(N(CC)CC)C.[NH2:20][CH:21]1[CH2:26][CH2:25][N:24]([C:27]([O:29][C:30]([CH3:33])([CH3:32])[CH3:31])=[O:28])[CH2:23][CH2:22]1. (2) Given the product [S:17]1[C:16]2[C:10]([C:65]([OH:64])=[O:60])=[CH:11][S:14][C:15]=2[CH:19]=[C:18]1[C:37]([OH:39])=[O:38], predict the reactants needed to synthesize it. The reactants are: C(C1SC2[C:11]3[S:14][C:15]4[C:19](CCCCCCCCCCCCCCCCC)=[C:18]([C:37]([O:39]CC)=[O:38])[S:17][C:16]=4[C:10]=3SC=2C=1CCCCCCCCCCCCCCCCC)(OCC)=O.[Li+].[OH-:60].C1[CH2:65][O:64]CC1. (3) The reactants are: Br[C:2]1[C:7]([F:8])=[CH:6][CH:5]=[C:4]([CH3:9])[N:3]=1.[F:10][C:11]1[CH:16]=[CH:15][CH:14]=[C:13]([F:17])[C:12]=1B(O)O.[F-].[K+].C(P(C(C)(C)C)C(C)(C)C)(C)(C)C.[BH4-].[Na+]. Given the product [F:10][C:11]1[CH:16]=[CH:15][CH:14]=[C:13]([F:17])[C:12]=1[C:2]1[C:7]([F:8])=[CH:6][CH:5]=[C:4]([CH3:9])[N:3]=1, predict the reactants needed to synthesize it. (4) Given the product [Cl:1][C:2]1[C:3]([N:11]2[C:15]([N:16]([CH2:30][C:28]([Cl:27])=[CH2:29])[CH:17]=[O:18])=[C:14]([C:19]#[N:20])[CH:13]=[N:12]2)=[N:4][N:5]2[CH2:10][CH2:9][CH2:8][CH2:7][C:6]=12, predict the reactants needed to synthesize it. The reactants are: [Cl:1][C:2]1[C:3]([N:11]2[C:15]([NH:16][CH:17]=[O:18])=[C:14]([C:19]#[N:20])[CH:13]=[N:12]2)=[N:4][N:5]2[CH2:10][CH2:9][CH2:8][CH2:7][C:6]=12.C(=O)([O-])[O-].[K+].[K+].[Cl:27][C:28]([CH2:30]Cl)=[CH2:29].O. (5) Given the product [Cl:1][C:2]1[C:3]2[N:10]([CH2:18][CH2:19][CH2:20][Cl:21])[CH:9]=[CH:8][C:4]=2[N:5]=[CH:6][N:7]=1, predict the reactants needed to synthesize it. The reactants are: [Cl:1][C:2]1[C:3]2[NH:10][CH:9]=[CH:8][C:4]=2[N:5]=[CH:6][N:7]=1.C(=O)([O-])[O-].[Cs+].[Cs+].Br[CH2:18][CH2:19][CH2:20][Cl:21].O. (6) The reactants are: [F:1][C:2]([F:36])([F:35])[C@@:3]([C:6]1[CH:11]=[CH:10][C:9]([N:12]2[CH2:17][CH2:16][N:15]([S:18]([C:21]3[S:22][CH:23]=[CH:24][CH:25]=3)(=[O:20])=[O:19])[CH2:14][C@@H:13]2[CH2:26][N:27]2[CH2:33][CH:32]3[O:34][CH:29]([CH2:30][CH2:31]3)[CH2:28]2)=[CH:8][CH:7]=1)([OH:5])[CH3:4].FC(F)(F)[C@](C1C=CC(N2CCN(S(C3SC=CC=3)(=O)=O)C[C@H]2CN2CC3OC(CC3)C2)=CC=1)(O)C.FC(F)(F)[C@](C1C=CC(N2CCN(S(C3SC=CC=3)(=O)=O)C[C@@H]2CN2CC3OC(CC3)C2)=CC=1)(O)C.C1N=C(N)C2N=CN([C@@H]3O[C@H](COP(OP(OC[C@H]4O[C@@H](N5C=C(C(N)=O)CC=C5)[C@H](O)[C@@H]4O)(O)=O)(O)=O)[C@@H](O)[C@H]3OP(O)(O)=O)C=2N=1. Given the product [F:36][C:2]([F:1])([F:35])[C@@:3]([C:6]1[CH:7]=[CH:8][C:9]([N:12]2[CH2:17][CH2:16][N:15]([S:18]([C:21]3[S:22][CH:23]=[CH:24][CH:25]=3)(=[O:19])=[O:20])[CH2:14][C@H:13]2[CH2:26][N:27]2[CH2:33][CH:32]3[O:34][CH:29]([CH2:30][CH2:31]3)[CH2:28]2)=[CH:10][CH:11]=1)([OH:5])[CH3:4], predict the reactants needed to synthesize it. (7) Given the product [CH3:15][O:14][C:12]([C:9]1[CH:10]=[C:23]2[C:6]([CH:5]=[CH:24][N:22]2[CH3:21])=[CH:7][CH:8]=1)=[O:13], predict the reactants needed to synthesize it. The reactants are: IC.N1C2[C:6](=[CH:7][CH:8]=[C:9]([C:12]([OH:14])=[O:13])[CH:10]=2)[CH:5]=C1.[C:15](=O)([O-])[O-].[K+].[K+].[CH3:21][N:22]([CH:24]=O)[CH3:23].